Dataset: Reaction yield outcomes from USPTO patents with 853,638 reactions. Task: Predict the reaction yield, written as a fraction of the theoretical maximum amount of product (1.0 means a 100% yield; for example, 0.34 means a 34% yield). The catalyst is ClCCl. The yield is 0.870. The reactants are [CH:1]1([O:6][C:7]2[N:12]=[C:11]([CH2:13][C:14]3[CH:19]=[CH:18][C:17]([CH2:20][C:21](OC)=[O:22])=[CH:16][CH:15]=3)[CH:10]=[C:9]([C:25]([F:28])([F:27])[F:26])[N:8]=2)[CH2:5][CH2:4][CH2:3][CH2:2]1.CC(C[AlH]CC(C)C)C.C1COCC1. The product is [CH:1]1([O:6][C:7]2[N:12]=[C:11]([CH2:13][C:14]3[CH:19]=[CH:18][C:17]([CH2:20][CH2:21][OH:22])=[CH:16][CH:15]=3)[CH:10]=[C:9]([C:25]([F:27])([F:28])[F:26])[N:8]=2)[CH2:2][CH2:3][CH2:4][CH2:5]1.